This data is from Forward reaction prediction with 1.9M reactions from USPTO patents (1976-2016). The task is: Predict the product of the given reaction. (1) Given the reactants [Cl:1][C:2]1[C:3]([F:13])=[C:4]([CH:8]=[C:9]([F:12])[C:10]=1[F:11])[C:5]([OH:7])=[O:6].[C:14](Cl)(=O)[C:15](Cl)=O.C(O)C, predict the reaction product. The product is: [CH2:14]([O:6][C:5](=[O:7])[C:4]1[CH:8]=[C:9]([F:12])[C:10]([F:11])=[C:2]([Cl:1])[C:3]=1[F:13])[CH3:15]. (2) Given the reactants [S:1]1[C:9]2[CH2:8][CH2:7][NH:6][CH2:5][C:4]=2[CH:3]=[CH:2]1.[OH-].[Na+].C(=O)([O-])[O-].[K+].[K+].[CH2:18]([O:20][C:21](=[O:38])[C:22]([CH3:37])([CH3:36])[CH2:23][CH2:24][CH2:25][CH2:26][CH:27](Br)[C:28]1[CH:33]=[CH:32][CH:31]=[CH:30][C:29]=1[Cl:34])[CH3:19], predict the reaction product. The product is: [CH2:18]([O:20][C:21](=[O:38])[C:22]([CH3:37])([CH3:36])[CH2:23][CH2:24][CH2:25][CH2:26][CH:27]([C:28]1[CH:33]=[CH:32][CH:31]=[CH:30][C:29]=1[Cl:34])[N:6]1[CH2:7][CH2:8][C:9]2[S:1][CH:2]=[CH:3][C:4]=2[CH2:5]1)[CH3:19]. (3) Given the reactants [Cl:1][C:2]1[CH:11]=[C:10]2[C:5]([C:6]([C:28]3[CH:33]=[CH:32][CH:31]=[C:30](/[CH:34]=[CH:35]/[C:36]#[N:37])[CH:29]=3)=[C:7]([CH2:13][C:14]([NH:16][C:17]3[CH:22]=[CH:21][C:20]([F:23])=[CH:19][C:18]=3[C:24]([F:27])([F:26])[F:25])=[O:15])[C:8](=[O:12])[O:9]2)=[CH:4][C:3]=1[CH3:38].Cl.C(N(CC)CC)C.[N-:47]=[N+:48]=[N-:49].[Na+].Cl, predict the reaction product. The product is: [Cl:1][C:2]1[CH:11]=[C:10]2[C:5]([C:6]([C:28]3[CH:33]=[CH:32][CH:31]=[C:30](/[CH:34]=[CH:35]/[C:36]4[NH:49][N:48]=[N:47][N:37]=4)[CH:29]=3)=[C:7]([CH2:13][C:14]([NH:16][C:17]3[CH:22]=[CH:21][C:20]([F:23])=[CH:19][C:18]=3[C:24]([F:25])([F:27])[F:26])=[O:15])[C:8](=[O:12])[O:9]2)=[CH:4][C:3]=1[CH3:38]. (4) The product is: [Cl:17][C:6]1[N:5]=[C:4]([C:18]2[N:23]=[CH:22][CH:21]=[CH:20][N:19]=2)[N:3]=[C:2]([NH:31][S:28]([CH2:25][CH2:26][CH3:27])(=[O:30])=[O:29])[C:7]=1[O:8][C:9]1[CH:14]=[CH:13][CH:12]=[CH:11][C:10]=1[O:15][CH3:16]. Given the reactants Cl[C:2]1[C:7]([O:8][C:9]2[CH:14]=[CH:13][CH:12]=[CH:11][C:10]=2[O:15][CH3:16])=[C:6]([Cl:17])[N:5]=[C:4]([C:18]2[N:23]=[CH:22][CH:21]=[CH:20][N:19]=2)[N:3]=1.[K+].[CH2:25]([S:28]([NH-:31])(=[O:30])=[O:29])[CH2:26][CH3:27].Cl, predict the reaction product. (5) Given the reactants [OH:1][C:2]([CH3:17])([CH3:16])[CH2:3][NH:4][C:5]([C:7]1[C:11]([N+:12]([O-])=O)=[CH:10][N:9]([CH3:15])[N:8]=1)=[O:6], predict the reaction product. The product is: [NH2:12][C:11]1[C:7]([C:5]([NH:4][CH2:3][C:2]([OH:1])([CH3:16])[CH3:17])=[O:6])=[N:8][N:9]([CH3:15])[CH:10]=1. (6) Given the reactants [Cl:1][C:2]1[N:10]=[CH:9][CH:8]=[CH:7][C:3]=1[C:4](O)=[O:5].Cl.[CH3:12][NH:13][O:14][CH3:15].C1C=CC2N(O)N=NC=2C=1.C(Cl)CCl.CN(C)C, predict the reaction product. The product is: [Cl:1][C:2]1[N:10]=[CH:9][CH:8]=[CH:7][C:3]=1[C:4]([N:13]([O:14][CH3:15])[CH3:12])=[O:5]. (7) Given the reactants [ClH:1].[N+:2]([C:5]1[CH:10]=[CH:9][CH:8]=[C:7]([CH2:11][CH2:12][N:13]([CH2:17][CH2:18][CH3:19])[CH2:14][CH2:15][CH3:16])[C:6]=1[CH2:20][C:21]([OH:23])=O)([O-])=O, predict the reaction product. The product is: [CH3:16][CH2:15][CH2:14][N:13]([CH2:12][CH2:11][C:7]1[CH:8]=[CH:9][CH:10]=[C:5]2[NH:2][C:21](=[O:23])[CH2:20][C:6]=12)[CH2:17][CH2:18][CH3:19].[ClH:1]. (8) Given the reactants [NH2:1][C:2]1[C:11]2[N:10]=[CH:9][C:8]([CH2:12][CH2:13][C:14]3[CH:19]=[CH:18][C:17]([O:20][CH3:21])=[CH:16][C:15]=3[CH3:22])=[CH:7][C:6]=2[C:5]2[CH:23]=[CH:24][C:25]([C:27](=[O:39])[C:28]([P:31](=[O:38])([O:35]CC)[O:32]CC)([F:30])[F:29])=[CH:26][C:4]=2[N:3]=1.[Si](I)(C)(C)C, predict the reaction product. The product is: [NH2:1][C:2]1[C:11]2[N:10]=[CH:9][C:8]([CH2:12][CH2:13][C:14]3[CH:19]=[CH:18][C:17]([O:20][CH3:21])=[CH:16][C:15]=3[CH3:22])=[CH:7][C:6]=2[C:5]2[CH:23]=[CH:24][C:25]([C:27](=[O:39])[C:28]([P:31](=[O:32])([OH:35])[OH:38])([F:29])[F:30])=[CH:26][C:4]=2[N:3]=1. (9) Given the reactants [O:1]1[CH2:5][CH2:4][CH2:3][CH:2]1[CH2:6][NH2:7].C(N(CC)CC)C.[I:15][C:16]1[CH:21]=[CH:20][C:19]([S:22](Cl)(=[O:24])=[O:23])=[CH:18][CH:17]=1, predict the reaction product. The product is: [I:15][C:16]1[CH:21]=[CH:20][C:19]([S:22]([NH:7][CH2:6][CH:2]2[CH2:3][CH2:4][CH2:5][O:1]2)(=[O:24])=[O:23])=[CH:18][CH:17]=1. (10) Given the reactants [Cl:1][C:2]1[N:7]=[C:6](I)[N:5]=[C:4]([N:9]2[CH2:14][CH2:13][O:12][CH2:11][CH2:10]2)[CH:3]=1.P([O-])([O-])([O-])=O.[K+].[K+].[K+].[CH3:23][C:24]1[N:29]=[C:28]([CH2:30][CH2:31][NH2:32])[CH:27]=[CH:26][CH:25]=1.C(O)CO, predict the reaction product. The product is: [Cl:1][C:2]1[CH:3]=[C:4]([N:9]2[CH2:14][CH2:13][O:12][CH2:11][CH2:10]2)[N:5]=[C:6]([NH:32][CH2:31][CH2:30][C:28]2[CH:27]=[CH:26][CH:25]=[C:24]([CH3:23])[N:29]=2)[N:7]=1.